Dataset: Reaction yield outcomes from USPTO patents with 853,638 reactions. Task: Predict the reaction yield, written as a fraction of the theoretical maximum amount of product (1.0 means a 100% yield; for example, 0.34 means a 34% yield). The reactants are [CH3:1][O:2][C:3]1[CH:8]=[CH:7][C:6]([C:9]([C:11]2[CH:16]=[CH:15][C:14]([O:17][CH2:18][C:19]3[N:20]=[C:21]([C:25]4[CH:30]=[CH:29][CH:28]=[CH:27][CH:26]=4)[O:22][C:23]=3[CH3:24])=[CH:13][C:12]=2[CH3:31])=[O:10])=[C:5]([O:32]COC)[CH:4]=1.Cl. The catalyst is CC(C)=O. The product is [OH:32][C:5]1[CH:4]=[C:3]([O:2][CH3:1])[CH:8]=[CH:7][C:6]=1[C:9]([C:11]1[CH:16]=[CH:15][C:14]([O:17][CH2:18][C:19]2[N:20]=[C:21]([C:25]3[CH:26]=[CH:27][CH:28]=[CH:29][CH:30]=3)[O:22][C:23]=2[CH3:24])=[CH:13][C:12]=1[CH3:31])=[O:10]. The yield is 0.970.